Dataset: Reaction yield outcomes from USPTO patents with 853,638 reactions. Task: Predict the reaction yield, written as a fraction of the theoretical maximum amount of product (1.0 means a 100% yield; for example, 0.34 means a 34% yield). (1) The reactants are [OH:1][C@H:2]([CH3:6])[C:3]([NH2:5])=O.F[B-](F)(F)F.C([O+](CC)CC)C.N[C:20]1[C:21]([NH:29][C@H:30]2[CH2:35][CH2:34][C@H:33]([CH2:36][C:37]#[N:38])[CH2:32][CH2:31]2)=[C:22]2[S:28][CH:27]=[CH:26][C:23]2=[N:24][CH:25]=1. The catalyst is O1CCCC1.C(O)C. The product is [OH:1][C@@H:2]([C:3]1[N:29]([C@H:30]2[CH2:31][CH2:32][C@H:33]([CH2:36][C:37]#[N:38])[CH2:34][CH2:35]2)[C:21]2=[C:22]3[S:28][CH:27]=[CH:26][C:23]3=[N:24][CH:25]=[C:20]2[N:5]=1)[CH3:6]. The yield is 0.730. (2) The reactants are CCN(C(C)C)C(C)C.[Cl:10][C:11]1[S:15][C:14]([C:16](=[NH:18])[NH2:17])=[CH:13][CH:12]=1.O=[C:20]1[CH2:24][S:23][CH2:22][CH:21]1[C:25](OC)=[O:26]. The catalyst is C(O)CC.C(OCC)(=O)C. The product is [Cl:10][C:11]1[S:15][C:14]([C:16]2[N:17]=[C:25]([OH:26])[C:21]3[CH2:22][S:23][CH2:24][C:20]=3[N:18]=2)=[CH:13][CH:12]=1. The yield is 0.500. (3) The reactants are [NH2:1][C:2]1[N:3]=[CH:4][C:5]2[S:10][C:9](=[O:11])[N:8]([C@@H:12]3[O:18][C@H:17]([CH2:19][OH:20])[C@@H:15]([OH:16])[C@H:13]3[OH:14])[C:6]=2[N:7]=1.N1C=CN=C1.[Si:26](Cl)([C:29]([CH3:32])([CH3:31])[CH3:30])([CH3:28])[CH3:27]. The catalyst is CN(C=O)C. The product is [NH2:1][C:2]1[N:3]=[CH:4][C:5]2[S:10][C:9](=[O:11])[N:8]([C@@H:12]3[O:18][C@H:17]([CH2:19][O:20][Si:26]([C:29]([CH3:32])([CH3:31])[CH3:30])([CH3:28])[CH3:27])[C@@H:15]([OH:16])[C@H:13]3[OH:14])[C:6]=2[N:7]=1. The yield is 0.520. (4) The reactants are [Cl:1][C:2]1[N:3]([C@@H:15]2[O:21][C@H:20]([CH2:22][OH:23])[C@@H:18]([OH:19])[C@H:16]2[OH:17])[C:4]2[C:9]([C:10]=1[CH:11]=O)=[CH:8][C:7]([Cl:13])=[C:6]([Cl:14])[CH:5]=2.[CH3:24][N:25]([NH2:27])[CH3:26].CO.C(Cl)(Cl)Cl. The catalyst is CO.CN(C=O)C. The product is [Cl:1][CH:2]1[C:10](=[C:11]=[N:27][N:25]([CH3:26])[CH3:24])[C:9]2[C:4](=[CH:5][C:6]([Cl:14])=[C:7]([Cl:13])[CH:8]=2)[N:3]1[C@@H:15]1[O:21][C@H:20]([CH2:22][OH:23])[C@@H:18]([OH:19])[C@H:16]1[OH:17]. The yield is 0.780. (5) The reactants are [C:1]([O:5][C:6]([N:8]1[CH2:16][C:15]2[C:10](=[N:11][CH:12]=[C:13]([C:17](O)=[O:18])[CH:14]=2)[C@@H:9]1[CH2:20][CH3:21])=[O:7])([CH3:4])([CH3:3])[CH3:2].CN(C(ON1N=NC2C=CC=NC1=2)=[N+](C)C)C.F[P-](F)(F)(F)(F)F.C(N(CC)CC)C.[NH2:53][C@H:54]([C:57]1[CH:62]=[CH:61][C:60]([S:63]([CH2:66][CH3:67])(=[O:65])=[O:64])=[CH:59][CH:58]=1)[CH2:55][OH:56]. The catalyst is CN(C=O)C.O. The product is [CH2:20]([C@H:9]1[C:10]2=[N:11][CH:12]=[C:13]([C:17](=[O:18])[NH:53][C@H:54]([C:57]3[CH:58]=[CH:59][C:60]([S:63]([CH2:66][CH3:67])(=[O:65])=[O:64])=[CH:61][CH:62]=3)[CH2:55][OH:56])[CH:14]=[C:15]2[CH2:16][N:8]1[C:6]([O:5][C:1]([CH3:2])([CH3:3])[CH3:4])=[O:7])[CH3:21]. The yield is 0.650.